Dataset: Full USPTO retrosynthesis dataset with 1.9M reactions from patents (1976-2016). Task: Predict the reactants needed to synthesize the given product. (1) Given the product [CH3:28][O:27][C:24]1[CH:23]=[CH:22][C:21]([C:20]2[C:13]3[C:12]([O:1][CH2:2][CH2:3][CH2:4][CH2:5][CH2:6][C:7]#[N:8])=[N:17][CH:16]=[N:15][C:14]=3[O:18][C:19]=2[C:29]2[CH:30]=[CH:31][CH:32]=[CH:33][CH:34]=2)=[CH:26][CH:25]=1, predict the reactants needed to synthesize it. The reactants are: [OH:1][CH2:2][CH2:3][CH2:4][CH2:5][CH2:6][C:7]#[N:8].[H-].[Na+].Cl[C:12]1[C:13]2[C:20]([C:21]3[CH:26]=[CH:25][C:24]([O:27][CH3:28])=[CH:23][CH:22]=3)=[C:19]([C:29]3[CH:34]=[CH:33][CH:32]=[CH:31][CH:30]=3)[O:18][C:14]=2[N:15]=[CH:16][N:17]=1.O. (2) Given the product [CH3:15][O:16][C:17]1[CH:18]=[C:19]([CH:22]=[CH:23][CH:24]=1)[CH2:20][O:1][C:2]1[N:6]([C:7]2[CH:12]=[C:11]([C:13]#[N:14])[CH:10]=[CH:9][N:8]=2)[N:5]=[CH:4][CH:3]=1, predict the reactants needed to synthesize it. The reactants are: [OH:1][C:2]1[N:6]([C:7]2[CH:12]=[C:11]([C:13]#[N:14])[CH:10]=[CH:9][N:8]=2)[N:5]=[CH:4][CH:3]=1.[CH3:15][O:16][C:17]1[CH:18]=[C:19]([CH:22]=[CH:23][CH:24]=1)[CH2:20]O. (3) Given the product [Cl:28][C:16]1[C:17]([C:19]2[N:23]3[CH:24]=[CH:25][CH:26]=[CH:27][C:22]3=[N:21][CH:20]=2)=[N:18][C:13]([NH:12][C:9]2[CH:10]=[CH:11][C:6]([O:5][CH:3]3[CH2:2][N:1]([CH2:31][C@@H:32]([OH:33])[CH3:34])[CH2:4]3)=[CH:7][C:8]=2[O:29][CH3:30])=[N:14][CH:15]=1, predict the reactants needed to synthesize it. The reactants are: [NH:1]1[CH2:4][CH:3]([O:5][C:6]2[CH:11]=[CH:10][C:9]([NH:12][C:13]3[N:18]=[C:17]([C:19]4[N:23]5[CH:24]=[CH:25][CH:26]=[CH:27][C:22]5=[N:21][CH:20]=4)[C:16]([Cl:28])=[CH:15][N:14]=3)=[C:8]([O:29][CH3:30])[CH:7]=2)[CH2:2]1.[CH3:31][C@@H:32]1[CH2:34][O:33]1.